From a dataset of Drug-target binding data from BindingDB using IC50 measurements. Regression. Given a target protein amino acid sequence and a drug SMILES string, predict the binding affinity score between them. We predict pIC50 (pIC50 = -log10(IC50 in M); higher means more potent). Dataset: bindingdb_ic50. (1) The compound is CCOP(=O)(Cc1ccc(NC(=O)CNC(=O)[C@H]2O[C@@H](n3ccc(=O)[nH]c3=O)[C@H](O)[C@@H]2O)cc1)OCC. The target protein (Q9Y5L3) has sequence MAGKVRSLLPPLLLAAAGLAGLLLLCVPTRDVREPPALKYGIVLDAGSSHTSMFIYKWPADKENDTGIVGQHSSCDVPGGGISSYADNPSGASQSLVGCLEQALQDVPKERHAGTPLYLGATAGMRLLNLTNPEASTSVLMAVTHTLTQYPFDFRGARILSGQEEGVFGWVTANYLLENFIKYGWVGRWFRPRKGTLGAMDLGGASTQITFETTSPAEDRASEVQLHLYGQHYRVYTHSFLCYGRDQVLQRLLASALQTHGFHPCWPRGFSTQVLLGDVYQSPCTMAQRPQNFNSSARVSLSGSSDPHLCRDLVSGLFSFSSCPFSRCSFNGVFQPPVAGNFVAFSAFFYTVDFLRTSMGLPVATLQQLEAAAVNVCNQTWAQLQARVPGQRARLADYCAGAMFVQQLLSRGYGFDERAFGGVIFQKKAADTAVGWALGYMLNLTNLIPADPPGLRKGTDFSSWVVLLLLFASALLAALVLLLRQVHSAKLPSTI. The pIC50 is 4.4. (2) The small molecule is O=c1cc(-c2ccc(C(F)(F)F)cc2F)oc2c1ccc1ccccc12. The target protein sequence is MGSSELVIWCLACCLAAARAAKLGSVYTEGGFVEGVNKKLSLLGDSVDIFKGIPFAAAPKALENPQRHPGWQGTLKAKDFKKRCLQATITQDSTYGDEDCLYLNIWVPQGRKEVSRDLPVMIWIYGGAFLMGSGQGANFLSNYLYDGEELATRGNVIVVTFNYRVGPLGFLSTGDANLPGNYGLRDQHMAIAWVKRNIAAFGGDPDNITIFGESAGGASVSLQTLSPYNKGLIKRAISQSGVALSPWAIQKNPLSWAKTIAEKVGCPMDDTARMARCLKITDPRALTLAYKLPLTKQEFPVVHYLGFIPVVDGDFIPDDPVNLYANAADIDYLAGTNDMDGHLFATVDLPAVDKDKKTITEEDFYKLVSGFTIVKGPRGANITFDVYTASWAQDSSQETKKKTVVDLETDILFLMPTETAVAQHRANAKSAQTYTYVFAHPSRMPVYPSWYVFGKPFAMIAYWTNFARSGDPNMGGSSVPTHWEPYTLESSKYLEITNKM.... The pIC50 is 7.4. (3) The small molecule is O=C(CBr)NCC(=O)N1CCN(C(=O)OCCC23CC4CC(CC(C4)C2)C3)CC1. The target protein sequence is MSETSRTAFGGRRAVPPNNSNAAEDDLPTVELQGVVPRGVNLQEFLNVTSVHLFKERWDTNKVDHHTDKYENNKLIVRRGQSFYVQIDFSRPYDPRRDLFRVEYVIGRYPQENKGTYIPVPIVSELQSGKWGAKIVMREDRSVRLSIQSSPKCIVGKFRMYVAVWTPYGVLRTSRNPETDTYILFNPWCEDDAVYLDNEKEREEYVLNDIGVIFYGEVNDIKTRSWSYGQFEDGILDTCLYVMDRAQMDLSGRGNPIKVSRVGSAMVNAKDDEGVLVGSWDNIYAYGVPPSAWTGSVDILLEYRSSENPVRYGQCWVFAGVFNTFLRCLGIPARIVTNYFSAHDNDANLQMDIFLEEDGNVNSKLTKDSVWNYHCWNEAWMTRPDLPVGFGGWQAVDSTPQENSDGMYRCGPASVQAIKHGHVCFQFDAPFVFAEVNSDLIYITAKKDGTHVVENVDATHIGKLIVTKQIGGDGMMDITDTYKFQEGQEEERLALETALM.... The pIC50 is 4.0. (4) The small molecule is O=c1c(O)c(-c2ccc(O)c(O)c2)oc2cc(O)cc(O)c12. The target protein (Q9NY33) has sequence MADTQYILPNDIGVSSLDCREAFRLLSPTERLYAYHLSRAAWYGGLAVLLQTSPEAPYIYALLSRLFRAQDPDQLRQHALAEGLTEEEYQAFLVYAAGVYSNMGNYKSFGDTKFVPNLPKEKLERVILGSEAAQQHPEEVRGLWQTCGELMFSLEPRLRHLGLGKEGITTYFSGNCTMEDAKLAQDFLDSQNLSAYNTRLFKEVDGEGKPYYEVRLASVLGSEPSLDSEVTSKLKSYEFRGSPFQVTRGDYAPILQKVVEQLEKAKAYAANSHQGQMLAQYIESFTQGSIEAHKRGSRFWIQDKGPIVESYIGFIESYRDPFGSRGEFEGFVAVVNKAMSAKFERLVASAEQLLKELPWPPTFEKDKFLTPDFTSLDVLTFAGSGIPAGINIPNYDDLRQTEGFKNVSLGNVLAVAYATQREKLTFLEEDDKDLYILWKGPSFDVQVGLHELLGHGSGKLFVQDEKGAFNFDQETVINPETGEQIQSWYRSGETWDSKFS.... The pIC50 is 4.1. (5) The small molecule is CO[C@H]1CC[C@H](Nc2cc(-c3cccc(NCc4cccc(F)c4)n3)c(Cl)cn2)CC1. The target protein (O60563) has sequence MEGERKNNNKRWYFTREQLENSPSRRFGVDPDKELSYRQQAANLLQDMGQRLNVSQLTINTAIVYMHRFYMIQSFTQFPGNSVAPAALFLAAKVEEQPKKLEHVIKVAHTCLHPQESLPDTRSEAYLQQVQDLVILESIILQTLGFELTIDHPHTHVVKCTQLVRASKDLAQTSYFMATNSLHLTTFSLQYTPPVVACVCIHLACKWSNWEIPVSTDGKHWWEYVDATVTLELLDELTHEFLQILEKTPNRLKRIWNWRACEAAKKTKADDRGTDEKTSEQTILNMISQSSSDTTIAGLMSMSTSTTSAVPSLPVSEESSSNLTSVEMLPGKRWLSSQPSFKLEPTQGHRTSENLALTGVDHSLPQDGSNAFISQKQNSKSVPSAKVSLKEYRAKHAEELAAQKRQLENMEANVKSQYAYAAQNLLSHHDSHSSVILKMPIEGSENPERPFLEKADKTALKMRIPVAGGDKAASSKPEEIKMRIKVHAAADKHNSVEDSV.... The pIC50 is 9.8. (6) The drug is Cc1ccc(C(c2ccc(C)cc2)(c2ccc(C(=O)NCCN)[nH]2)c2ccc(C(=O)NCCN)[nH]2)cc1.Cl.Cl. The target protein (P10499) has sequence MTVMSGENADEASAAPGHPQDGSYPRQADHDDHECCERVVINISGLRFETQLKTLAQFPNTLLGNPKKRMRYFDPLRNEYFFDRNRPSFDAILYYYQSGGRLRRPVNVPLDMFSEEIKFYELGEEAMEKFREDEGFIKEEERPLPEKEYQRQVWLLFEYPESSGPARVIAIVSVMVILISIVIFCLETLPELKDDKDFTGTIHRIDNTTVIYTSNIFTDPFFIVETLCIIWFSFELVVRFFACPSKTDFFKNIMNFIDIVAIIPYFITLGTEIAEQEGNQKGEQATSLAILRVIRLVRVFRIFKLSRHSKGLQILGQTLKASMRELGLLIFFLFIGVILFSSAVYFAEAEEAESHFSSIPDAFWWAVVSMTTVGYGDMYPVTIGGKIVGSLCAIAGVLTIALPVPVIVSNFNYFYHRETEGEEQAQLLHVSSPNLASDSDLSRRSSSTISKSEYMEIEEDMNNSIAHYRQANIRTGNCTATDQNCVNKSKLLTDV. The pIC50 is 4.8. (7) The small molecule is Cc1ccc(Cl)cc1-n1cc(-c2ncnc3c2C=NC3)cc1C(N)=O. The target protein sequence is LPEPSCPQLATLTSQCLTYEPTQRPSFRTILRDLTRLQPHNLADVLTVNPDSPASDPTVFHKRYLKKIRDLGEGHFGKVSLYCYDPTNDGTGEMVAVKALKADCGPQHRSGWKQEIDILRTLYHEHIIKYKGCCEDQGEKSLQLVMEYVPLGSLRDYLPRHSIGLAQLLLFAQQICEGMAYLHAQHYIHRDLAARNVLLDNDRLVKIGDFGLAKAVPEGHEYYRVREDGDSPVFWYAPECLKEYKFYYASDVWSFGVTLYELLTHCDSSQSPPTKFLELIGIAQGQMTVLRLTELLERGERLPRPDKCPCEVYHLMKNCWETEASFRPTFENLIPILKTVHEKYQGQAPSVFSVC. The pIC50 is 7.2. (8) The small molecule is C[C@@H](Oc1cc(-c2cnn(C3CCNCC3)c2)cnc1N)c1c(Cl)ccc(F)c1Cl. The target protein sequence is MGAIGLLWLLPLLLSTAAVGSGMGTGQRAGSPAAGPPLQPREPLSYSRLQRKSLAVDFVVPSLFRVYARDLLLPPSSSELKAGRPEARGSLALDCAPLLRLLGPAPGVSWTAGSPAPAEARTLSRVLKGGSVRKLRRAKQLVLELGEEAILEGCVGPPGEAAVGLLQFNLSELFSWWIRQGEGRLRIRLMPEKKASEVGREGRLSAAIRASQPRLLFQIFGTGHSSLESPTNMPSPSPDYFTWNLTWIMKDSFPFLSHRSRYGLECSFDFPCELEYSPPLHDLRNQSWSWRRIPSEEASQMDLLDGPGAERSKEMPRGSFLLLNTSADSKHTILSPWMRSSSEHCTLAVSVHRHLQPSGRYIAQLLPHNEAAREILLMPTPGKHGWTVLQGRIGRPDNPFRVALEYISSGNRSLSAVDFFALKNCSEGTSPGSKMALQSSFTCWNGTVLQLGQACDFHQDCAQGEDESQMCRKLPVGFYCNFEDGFCGWTQGTLSPHTPQ.... The pIC50 is 8.5. (9) The drug is CC(C)CN(NC(=O)[C@@H](C)NC(=O)[C@@H](N)Cc1cnc[nH]1)C(=O)N[C@@H](Cc1c[nH]c2ccccc12)C(=O)N[C@H](Cc1ccccc1)C(=O)N[C@@H](CCCCN)C(N)=O. The target protein (Q07969) has sequence MGCDRNCGLITGAVIGAVLAVFGGILMPVGDLLIEKTIKREVVLEEGTIAFKNWVKTGTTVYRQFWIFDVQNPEEVAKNSSKIKVKQRGPYTYRVRYLAKENITQDPKDSTVSFVQPNGAIFEPSLSVGTENDNFTVLNLAVAAAPHIYTNSFVQGVLNSLIKKSKSSMFQTRSLKELLWGYKDPFLSLVPYPISTTVGVFYPYNNTVDGVYKVFNGKDNISKVAIIDTYKGKRNLSYWESYCDMINGTDAASFPPFVEKSQTLRFFSSDICRSIYAVFESEVNLKGIPVYRFVLPANAFASPLQNPDNHCFCTEKVISNNCTSYGVLDIGKCKEGKPVYISLPHFLHASPDVSEPIEGLNPNEDEHRTYLDVEPITGFTLQFAKRLQVNILVKPARKIEALKNLKRPYIVPILWLNETGTIGDEKAEMFRNQVTGKIKLLGLVEMVLLGVGVVMFVAFMISYCACRSKNGK. The pIC50 is 5.0. (10) The small molecule is CC(C)C[C@H](NC(=O)[C@@H](N)Cc1ccccc1)C(=O)O. The target protein (Q61391) has sequence MGRSESQMDITDINAPKPKKKQRWTPLEISLSVLVLLLTIIAVTMIALYATYDDGICKSSDCIKSAARLIQNMDASVEPCTDFFKYACGGWLKRNVIPETSSRYSNFDILRDELEVILKDVLQEPKTEDIVAVQKAKTLYRSCINESAIDSRGGQPLLKLLPDIYGWPVASDNWDQTYGTSWTAEKSIAQLNSKYGKKVLINFFVGTDDKNSTQHIIHFDQPRLGLPSRDYYECTGIYKEACTAYVDFMISVARLIRQEQSLPIDENQLSLEMNKVMELEKEIANATTKPEDRNDPMLLYNKMTLAKLQNNFSLEVNGKSFSWSNFTNEIMSTVNINIQNEEEVVVYAPEYLTKLKPILTKYSPRDLQNLMSWRFIMDLVSSLSRNYKESRNAFRKALYGTTSETATWRRCANYVNGNMENAVGRLYVEAAFAGESKHVVEDLIAQIREVFIQTLDDLTWMDAETKKKAEEKALAIKERIGYPDDIISNENKLNNEYLEL.... The pIC50 is 4.7.